Dataset: Full USPTO retrosynthesis dataset with 1.9M reactions from patents (1976-2016). Task: Predict the reactants needed to synthesize the given product. (1) Given the product [CH2:26]([CH:25]([CH2:24][NH:32][S:29]([CH3:28])(=[O:31])=[O:30])[CH2:48][NH:40][S:29]([CH3:28])(=[O:31])=[O:30])[C:27]#[CH:22], predict the reactants needed to synthesize it. The reactants are: C(C(CO)CO)C#C.[C:26]1(P([C:22]2[CH:27]=[CH:26][CH:25]=[CH:24]C=2)[C:26]2[CH:27]=[CH:22]C=[CH:24][CH:25]=2)[CH:27]=[CH:22]C=[CH:24][CH:25]=1.[CH3:28][S:29]([NH:32]C(=O)OC(C)(C)C)(=[O:31])=[O:30].[NH:40]([C:48](OC(C)C)=O)NC(OC(C)C)=O.N(C([O-])=O)NC([O-])=O. (2) Given the product [S:14]([O-:19])([O-:17])(=[O:16])=[O:15].[C:1]12([N+:11]([CH3:18])([CH3:13])[CH3:12])[CH2:8][CH:7]3[CH2:6][CH:5]([CH2:4][CH:3]([CH2:9]3)[CH2:2]1)[CH2:10]2.[C:1]12([N+:11]([CH3:18])([CH3:13])[CH3:12])[CH2:8][CH:7]3[CH2:6][CH:5]([CH2:4][CH:3]([CH2:9]3)[CH2:2]1)[CH2:10]2, predict the reactants needed to synthesize it. The reactants are: [C:1]12([N:11]([CH3:13])[CH3:12])[CH2:10][CH:5]3[CH2:6][CH:7]([CH2:9][CH:3]([CH2:4]3)[CH2:2]1)[CH2:8]2.[S:14]([O:19]C)([O:17][CH3:18])(=[O:16])=[O:15].